Dataset: Forward reaction prediction with 1.9M reactions from USPTO patents (1976-2016). Task: Predict the product of the given reaction. The product is: [O:44]([CH2:45][CH2:46][CH2:47][CH2:48][CH2:49][CH2:50][O:38][C:37](=[O:39])[C:36]([CH3:41])([CH3:40])[CH2:35][C:7]1[N:8]([CH2:27][C:28]2[CH:33]=[CH:32][C:31]([Cl:34])=[CH:30][CH:29]=2)[C:9]2[C:14]([C:6]=1[S:5][C:1]([CH3:2])([CH3:3])[CH3:4])=[CH:13][C:12]([O:15][CH2:16][C@@H:17]1[CH2:21][CH2:20][CH2:19][N:18]1[C:22](=[O:26])[CH:23]([CH3:25])[CH3:24])=[CH:11][CH:10]=2)[N+:42]([O-:52])=[O:43]. Given the reactants [C:1]([S:5][C:6]1[C:14]2[C:9](=[CH:10][CH:11]=[C:12]([O:15][CH2:16][C@@H:17]3[CH2:21][CH2:20][CH2:19][N:18]3[C:22](=[O:26])[CH:23]([CH3:25])[CH3:24])[CH:13]=2)[N:8]([CH2:27][C:28]2[CH:33]=[CH:32][C:31]([Cl:34])=[CH:30][CH:29]=2)[C:7]=1[CH2:35][C:36]([CH3:41])([CH3:40])[C:37]([OH:39])=[O:38])([CH3:4])([CH3:3])[CH3:2].[N+:42]([O-:52])([O:44][CH2:45][CH2:46][CH2:47][CH2:48][CH2:49][CH2:50]Br)=[O:43], predict the reaction product.